This data is from Forward reaction prediction with 1.9M reactions from USPTO patents (1976-2016). The task is: Predict the product of the given reaction. (1) Given the reactants [F:1][C:2]1[CH:10]=[CH:9][C:8]2[NH:7][C:6]3[CH:11]4[CH2:17][CH2:16][N:14]([CH2:15][C:5]=3[C:4]=2[CH:3]=1)[CH2:13][CH2:12]4.Br[C:19]1[CH:20]=[CH:21][C:22]2[N:23]([CH:29]=1)[C:24](=[O:28])[CH:25]=[CH:26][N:27]=2.[O-]P([O-])([O-])=O.[K+].[K+].[K+], predict the reaction product. The product is: [F:1][C:2]1[CH:10]=[CH:9][C:8]2[N:7]([C:19]3[CH:20]=[CH:21][C:22]4[N:23]([CH:29]=3)[C:24](=[O:28])[CH:25]=[CH:26][N:27]=4)[C:6]3[CH:11]4[CH2:12][CH2:13][N:14]([CH2:15][C:5]=3[C:4]=2[CH:3]=1)[CH2:16][CH2:17]4. (2) Given the reactants [F:1][C:2]1[CH:3]=[C:4]([NH:9]/[C:10](/SC)=[CH:11]/[C:12]([C:14]2[CH:23]=[CH:22][C:17]3[O:18][CH2:19][CH2:20][O:21][C:16]=3[CH:15]=2)=O)[CH:5]=[CH:6][C:7]=1[F:8].[CH2:26]([O:28][C:29](=[O:33])[CH2:30][NH:31][NH2:32])[CH3:27].Cl.C([O-])([O-])=O.[K+].[K+], predict the reaction product. The product is: [CH2:26]([O:28][C:29](=[O:33])[CH2:30][N:31]1[C:12]([C:14]2[CH:23]=[CH:22][C:17]3[O:18][CH2:19][CH2:20][O:21][C:16]=3[CH:15]=2)=[CH:11][C:10]([NH:9][C:4]2[CH:5]=[CH:6][C:7]([F:8])=[C:2]([F:1])[CH:3]=2)=[N:32]1)[CH3:27]. (3) The product is: [S:2]1[CH:1]=[CH:29][CH:28]=[C:27]1[CH2:26][CH:25]([NH2:8])[CH2:24][CH3:22]. Given the reactants [CH3:1][S:2](Cl)(=O)=O.CC[N:8](CC)CC.C(Cl)Cl.O[C@H]1CN([C:22]([C:24]2[CH:29]=[CH:28][CH:27]=[CH:26][CH:25]=2)=O)[C@@H]2CCN[C@H]12, predict the reaction product. (4) Given the reactants [OH:1][C:2]1[C:10]2[C:9]([CH2:11][CH2:12][C:13]3[CH:18]=[CH:17][CH:16]=[CH:15][CH:14]=3)=[CH:8][S:7][C:6]=2[CH:5]=[CH:4][CH:3]=1.[C:19]([O:22][C@@H:23]1[C@@H:35]([O:36][C:37](=[O:39])[CH3:38])[C@H:34]([O:40][C:41](=[O:43])[CH3:42])[C@@H:33]([CH2:44][O:45][C:46](=[O:48])[CH3:47])[O:32][C@@H:24]1OC(=N)C(Cl)(Cl)Cl)(=[O:21])[CH3:20], predict the reaction product. The product is: [C:19]([O:22][C@@H:23]1[C@@H:35]([O:36][C:37](=[O:39])[CH3:38])[C@H:34]([O:40][C:41](=[O:43])[CH3:42])[C@@H:33]([CH2:44][O:45][C:46](=[O:48])[CH3:47])[O:32][C@H:24]1[O:1][C:2]1[C:10]2[C:9]([CH2:11][CH2:12][C:13]3[CH:14]=[CH:15][CH:16]=[CH:17][CH:18]=3)=[CH:8][S:7][C:6]=2[CH:5]=[CH:4][CH:3]=1)(=[O:21])[CH3:20]. (5) Given the reactants [F:1][C:2]([F:27])([F:26])[C:3]1[CH:8]=[CH:7][CH:6]=[CH:5][C:4]=1[NH:9][C:10](=[O:25])[CH2:11][C:12]([NH:14][C:15]1[CH:20]=[CH:19][CH:18]=[CH:17][C:16]=1[C:21]([F:24])([F:23])[F:22])=[O:13].F[C:29](F)(F)[C:30]1[CH:36]=[CH:35][CH:34]=[CH:33][C:31]=1N.[C:39](Cl)(=O)[CH2:40][C:41](Cl)=O, predict the reaction product. The product is: [F:1][C:2]([F:26])([F:27])[C:3]1[CH:8]=[CH:7][CH:6]=[CH:5][C:4]=1[NH:9][C:10](=[O:25])[C:11](=[CH:29][C:30]1[CH:36]=[CH:35][C:34]([CH:40]([CH3:41])[CH3:39])=[CH:33][CH:31]=1)[C:12]([NH:14][C:15]1[CH:20]=[CH:19][CH:18]=[CH:17][C:16]=1[C:21]([F:23])([F:24])[F:22])=[O:13]. (6) Given the reactants [Cl:1][C:2]([Cl:6])([Cl:5])[C:3]#[N:4].CO[CH:9](OC)[CH2:10][NH2:11], predict the reaction product. The product is: [Cl:1][C:2]([Cl:6])([Cl:5])[C:3]1[NH:11][CH:10]=[CH:9][N:4]=1. (7) Given the reactants [NH2:1][C:2]1[CH:3]=[C:4]([CH:8]=[C:9]([Cl:11])[CH:10]=1)[C:5]([OH:7])=[O:6].S(Cl)(Cl)=O.[CH3:16]O, predict the reaction product. The product is: [CH3:16][O:6][C:5](=[O:7])[C:4]1[CH:8]=[C:9]([Cl:11])[CH:10]=[C:2]([NH2:1])[CH:3]=1. (8) Given the reactants I[C:2]1[CH:11]=[C:10]2[C:5]([CH2:6][O:7][C:8]2=[O:9])=[CH:4][CH:3]=1.[CH3:12][C:13]1[CH:14]=[C:15]([CH:22]=[CH:23][CH:24]=1)[CH2:16][C@@H:17]([C:19]([OH:21])=[O:20])[NH2:18].Cl.C1(C)C=CC=CC=1P(C1C=CC=CC=1C)C1C=CC=CC=1C.C(N(CC)CC)C, predict the reaction product. The product is: [C:19]([CH:17]([NH:18][CH:6]1[C:5]2[C:10](=[CH:11][CH:2]=[CH:3][CH:4]=2)[C:8](=[O:9])[O:7]1)[CH2:16][C:15]1[CH:22]=[CH:23][CH:24]=[C:13]([CH3:12])[CH:14]=1)([OH:21])=[O:20]. (9) Given the reactants C([O:5][C:6](=[O:42])[CH2:7][CH2:8][C:9]1[CH:14]=[CH:13][C:12]([NH:15][C:16]([N:18]([C:25]2[N:26]([C:34]3[CH:39]=[CH:38][C:37]([Cl:40])=[CH:36][CH:35]=3)[N:27]=[C:28]3[C:33]=2[CH:32]=[CH:31][CH:30]=[CH:29]3)[CH:19]2[CH2:24][CH2:23][CH2:22][CH2:21][CH2:20]2)=[O:17])=[C:11]([F:41])[CH:10]=1)(C)(C)C, predict the reaction product. The product is: [Cl:40][C:37]1[CH:38]=[CH:39][C:34]([N:26]2[C:25]([N:18]([CH:19]3[CH2:24][CH2:23][CH2:22][CH2:21][CH2:20]3)[C:16](=[O:17])[NH:15][C:12]3[CH:13]=[CH:14][C:9]([CH2:8][CH2:7][C:6]([OH:42])=[O:5])=[CH:10][C:11]=3[F:41])=[C:33]3[C:28]([CH:29]=[CH:30][CH:31]=[CH:32]3)=[N:27]2)=[CH:35][CH:36]=1.